Dataset: Forward reaction prediction with 1.9M reactions from USPTO patents (1976-2016). Task: Predict the product of the given reaction. (1) Given the reactants [CH3:1][N:2]1[CH2:23][C:8]23[CH2:9][CH2:10][CH:11]4[CH:20]([CH:7]2[CH2:6][CH2:5][CH:4]3[CH:3]1[CH3:24])[CH2:19][CH:18]=[C:17]1[C:12]4([CH3:22])[CH2:13][CH2:14][CH:15]([OH:21])[CH2:16]1.[H-].[Na+].I[CH3:28], predict the reaction product. The product is: [CH3:28][O:21][CH:15]1[CH2:16][C:17]2[C:12]([CH3:22])([CH:11]3[CH:20]([CH2:19][CH:18]=2)[CH:7]2[CH2:6][CH2:5][CH:4]4[CH:3]([CH3:24])[N:2]([CH3:1])[CH2:23][C:8]24[CH2:9][CH2:10]3)[CH2:13][CH2:14]1. (2) The product is: [CH:2]1([CH2:5][C:6]2([C:12]#[N:13])[CH2:7][CH2:8][N:9]([S:25]([CH2:23][CH3:24])(=[O:27])=[O:26])[CH2:10][CH2:11]2)[CH2:4][CH2:3]1. Given the reactants Cl.[CH:2]1([CH2:5][C:6]2([C:12]#[N:13])[CH2:11][CH2:10][NH:9][CH2:8][CH2:7]2)[CH2:4][CH2:3]1.CCN(C(C)C)C(C)C.[CH2:23]([S:25](Cl)(=[O:27])=[O:26])[CH3:24], predict the reaction product. (3) Given the reactants [H-].[Al+3].[Li+].[H-].[H-].[H-].[CH2:7]([C:12]1[CH:20]=[CH:19][C:15]([C:16](O)=[O:17])=[CH:14][CH:13]=1)[C:8]([CH3:11])([CH3:10])[CH3:9].O.[OH-].[Na+], predict the reaction product. The product is: [CH2:7]([C:12]1[CH:20]=[CH:19][C:15]([CH2:16][OH:17])=[CH:14][CH:13]=1)[C:8]([CH3:11])([CH3:10])[CH3:9]. (4) The product is: [CH3:13][C:11]1([CH3:14])[O:12][C@@H:8]([CH2:7][CH2:6][N:20]2[C:16](=[O:22])[CH2:17][CH2:18][C:19]2=[O:21])[C:9](=[O:15])[O:10]1. Given the reactants S(O[CH2:6][CH2:7][C@@H:8]1[O:12][C:11]([CH3:14])([CH3:13])[O:10][C:9]1=[O:15])(C)(=O)=O.[C:16]1(=[O:22])[NH:20][C:19](=[O:21])[CH2:18][CH2:17]1.[K].[I-].[Na+], predict the reaction product. (5) Given the reactants CC1(C)[O:6][C@@H:5]([CH2:7][O:8][NH:9][C:10]([C:12]2[O:20][C:19]3[CH:18]=[CH:17][N:16]=[CH:15][C:14]=3[C:13]=2[NH:21][C:22]2[CH:27]=[C:26]([F:28])[C:25]([I:29])=[CH:24][C:23]=2[F:30])=[O:11])[CH2:4][O:3]1, predict the reaction product. The product is: [OH:6][C@H:5]([CH2:4][OH:3])[CH2:7][O:8][NH:9][C:10]([C:12]1[O:20][C:19]2[CH:18]=[CH:17][N:16]=[CH:15][C:14]=2[C:13]=1[NH:21][C:22]1[CH:27]=[C:26]([F:28])[C:25]([I:29])=[CH:24][C:23]=1[F:30])=[O:11]. (6) Given the reactants [CH3:1][C:2]1[N:3]=[C:4]([C:7]2([N:13]([C:17]3[CH:22]=[CH:21][CH:20]=[CH:19][CH:18]=3)[C:14](=[O:16])[CH3:15])[CH2:12][CH2:11][NH:10][CH2:9][CH2:8]2)[S:5][CH:6]=1.[CH2:23](Br)[C:24]([C:26]1[CH:31]=[CH:30][CH:29]=[CH:28][CH:27]=1)=[O:25].C(=O)([O-])[O-].[K+].[K+].C(OCC)(=O)C, predict the reaction product. The product is: [CH3:1][C:2]1[N:3]=[C:4]([C:7]2([N:13]([C:17]3[CH:18]=[CH:19][CH:20]=[CH:21][CH:22]=3)[C:14](=[O:16])[CH3:15])[CH2:12][CH2:11][N:10]([CH2:23][C:24](=[O:25])[C:26]3[CH:31]=[CH:30][CH:29]=[CH:28][CH:27]=3)[CH2:9][CH2:8]2)[S:5][CH:6]=1.